Task: Regression. Given two drug SMILES strings and cell line genomic features, predict the synergy score measuring deviation from expected non-interaction effect.. Dataset: NCI-60 drug combinations with 297,098 pairs across 59 cell lines (1) Drug 1: C1CN(CCN1C(=O)CCBr)C(=O)CCBr. Drug 2: CCC1(C2=C(COC1=O)C(=O)N3CC4=CC5=C(C=CC(=C5CN(C)C)O)N=C4C3=C2)O.Cl. Cell line: RXF 393. Synergy scores: CSS=21.9, Synergy_ZIP=-5.87, Synergy_Bliss=-4.55, Synergy_Loewe=-3.03, Synergy_HSA=-0.935. (2) Drug 1: CC12CCC(CC1=CCC3C2CCC4(C3CC=C4C5=CN=CC=C5)C)O. Drug 2: C1C(C(OC1N2C=C(C(=O)NC2=O)F)CO)O. Cell line: SK-MEL-2. Synergy scores: CSS=31.8, Synergy_ZIP=11.2, Synergy_Bliss=12.5, Synergy_Loewe=-4.07, Synergy_HSA=9.39.